This data is from Forward reaction prediction with 1.9M reactions from USPTO patents (1976-2016). The task is: Predict the product of the given reaction. (1) Given the reactants Br[C:2]1[CH:7]=[C:6]2[N:8]([C:17]3[C:22]([Cl:23])=[CH:21][N:20]=[C:19]([NH2:24])[N:18]=3)[CH2:9][C:10]3([CH2:15][N:14]([CH3:16])[CH2:13][CH2:12][O:11]3)[C:5]2=[CH:4][CH:3]=1.[Na+].[I-:26].CNCCNC.O, predict the reaction product. The product is: [Cl:23][C:22]1[C:17]([N:8]2[C:6]3[C:5](=[CH:4][CH:3]=[C:2]([I:26])[CH:7]=3)[C:10]3([CH2:15][N:14]([CH3:16])[CH2:13][CH2:12][O:11]3)[CH2:9]2)=[N:18][C:19]([NH2:24])=[N:20][CH:21]=1. (2) Given the reactants [F:1][C:2]1[CH:3]=[C:4]([CH2:9][C:10]([NH:12][C@H:13]([C:15]([OH:17])=O)[CH3:14])=[O:11])[CH:5]=[C:6]([F:8])[CH:7]=1.[NH2:18][CH:19]([C:24]1[CH:29]=[CH:28][CH:27]=[C:26]([C:30]([F:33])([F:32])[F:31])[CH:25]=1)[C:20]([O:22][CH3:23])=[O:21], predict the reaction product. The product is: [F:8][C:6]1[CH:5]=[C:4]([CH2:9][C:10]([NH:12][C@H:13]([C:15]([NH:18][CH:19]([C:24]2[CH:29]=[CH:28][CH:27]=[C:26]([C:30]([F:31])([F:32])[F:33])[CH:25]=2)[C:20]([O:22][CH3:23])=[O:21])=[O:17])[CH3:14])=[O:11])[CH:3]=[C:2]([F:1])[CH:7]=1.